Dataset: Reaction yield outcomes from USPTO patents with 853,638 reactions. Task: Predict the reaction yield, written as a fraction of the theoretical maximum amount of product (1.0 means a 100% yield; for example, 0.34 means a 34% yield). (1) The reactants are C[O:2][C:3]([C:5]1[CH:6]=[CH:7][C:8]2[O:17][CH2:16][CH2:15][C:14]3[N:10]([N:11]=[C:12]([C:18]4[N:19]([CH2:23][C:24]([F:27])([F:26])[F:25])[N:20]=[CH:21][N:22]=4)[CH:13]=3)[C:9]=2[CH:28]=1)=[O:4].[OH-].[Li+]. The catalyst is O1CCOCC1.O. The product is [F:26][C:24]([F:25])([F:27])[CH2:23][N:19]1[C:18]([C:12]2[CH:13]=[C:14]3[N:10]([N:11]=2)[C:9]2[CH:28]=[C:5]([C:3]([OH:4])=[O:2])[CH:6]=[CH:7][C:8]=2[O:17][CH2:16][CH2:15]3)=[N:22][CH:21]=[N:20]1. The yield is 0.980. (2) The reactants are [NH2:1][C:2]1[CH:7]=[C:6]([C:8]#[N:9])[CH:5]=[CH:4][N:3]=1.Cl.[NH2:11][OH:12].C(=O)([O-])[O-].[Na+].[Na+]. The catalyst is O.C(O)C. The product is [NH2:1][C:2]1[CH:7]=[C:6]([C:8]([NH:11][OH:12])=[NH:9])[CH:5]=[CH:4][N:3]=1. The yield is 0.680.